From a dataset of Full USPTO retrosynthesis dataset with 1.9M reactions from patents (1976-2016). Predict the reactants needed to synthesize the given product. (1) The reactants are: [C:1]([CH2:3][C:4]1([N:8]2[CH:12]=[C:11]([C:13]3[CH:18]=[N:17][N:16]4[C:19]([C:22]5[CH:23]=[C:24]([NH:28][C:29]([NH:31][CH2:32][C:33]([F:36])([F:35])[F:34])=[O:30])[CH:25]=[CH:26][CH:27]=5)=[CH:20][N:21]=[C:15]4[CH:14]=3)[CH:10]=[N:9]2)[CH2:7][NH:6][CH2:5]1)#[N:2].[N:37]1([C:42](Cl)=[O:43])[CH2:41][CH2:40][CH2:39][CH2:38]1. Given the product [C:1]([CH2:3][C:4]1([N:8]2[CH:12]=[C:11]([C:13]3[CH:18]=[N:17][N:16]4[C:19]([C:22]5[CH:23]=[C:24]([NH:28][C:29]([NH:31][CH2:32][C:33]([F:35])([F:36])[F:34])=[O:30])[CH:25]=[CH:26][CH:27]=5)=[CH:20][N:21]=[C:15]4[CH:14]=3)[CH:10]=[N:9]2)[CH2:5][N:6]([C:42]([N:37]2[CH2:41][CH2:40][CH2:39][CH2:38]2)=[O:43])[CH2:7]1)#[N:2], predict the reactants needed to synthesize it. (2) Given the product [O:17]=[C:13]([CH2:14][CH2:15][CH3:16])[CH2:7][C:2]1[CH:3]=[CH:4][CH:5]=[CH:6][N:1]=1, predict the reactants needed to synthesize it. The reactants are: [N:1]1[CH:6]=[CH:5][CH:4]=[CH:3][C:2]=1[CH3:7].[Li]CCCC.[C:13](OC)(=[O:17])[CH2:14][CH2:15][CH3:16]. (3) Given the product [OH:1][C:2]([CH3:34])([CH3:35])[CH2:3][C@@:4]1([C:28]2[CH:33]=[CH:32][CH:31]=[CH:30][CH:29]=2)[O:9][C:8](=[O:10])[N:7]([C@H:11]([C:13]2[CH:14]=[CH:15][C:16]([C:44]3[CH:45]=[N:46][C:47]([N:50]4[CH2:53][CH:52]([OH:54])[CH2:51]4)=[N:48][CH:49]=3)=[CH:17][CH:18]=2)[CH3:12])[CH2:6][CH2:5]1.[F:36][C:37]([F:42])([F:41])[C:38]([OH:40])=[O:39], predict the reactants needed to synthesize it. The reactants are: [OH:1][C:2]([CH3:35])([CH3:34])[CH2:3][C@@:4]1([C:28]2[CH:33]=[CH:32][CH:31]=[CH:30][CH:29]=2)[O:9][C:8](=[O:10])[N:7]([C@H:11]([C:13]2[CH:18]=[CH:17][C:16](B3OC(C)(C)C(C)(C)O3)=[CH:15][CH:14]=2)[CH3:12])[CH2:6][CH2:5]1.[F:36][C:37]([F:42])([F:41])[C:38]([OH:40])=[O:39].Br[C:44]1[CH:45]=[N:46][C:47]([N:50]2[CH2:53][CH:52]([OH:54])[CH2:51]2)=[N:48][CH:49]=1.C([O-])([O-])=O.[Cs+].[Cs+].O. (4) Given the product [CH:31]1[CH:30]=[C:29]([N:35]2[CH2:40][CH2:39][N:38]([CH2:2][CH2:3][CH2:4][CH2:5][O:6][C:7]3[CH:8]=[CH:9][C:10]4[CH2:11][CH2:12][C:13](=[O:17])[NH:14][C:15]=4[CH:16]=3)[CH2:37][CH2:36]2)[C:28]([Cl:27])=[C:33]([Cl:34])[CH:32]=1, predict the reactants needed to synthesize it. The reactants are: Cl[CH2:2][CH2:3][CH2:4][CH2:5][O:6][C:7]1[CH:16]=[C:15]2[C:10]([CH2:11][CH2:12][C:13](=[O:17])[NH:14]2)=[CH:9][CH:8]=1.[I-].[Na+].C([O-])([O-])=O.[K+].[K+].Cl.[Cl:27][C:28]1[C:33]([Cl:34])=[CH:32][CH:31]=[CH:30][C:29]=1[N:35]1[CH2:40][CH2:39][NH:38][CH2:37][CH2:36]1. (5) Given the product [C:34]([N:30]1[CH2:31][CH2:32][CH2:33][CH:29]1[C:26]1[CH:27]=[CH:28][C:23]([NH:22][C:7]([C:2]2[CH:3]=[CH:4][CH:5]=[CH:6][N:1]=2)=[O:9])=[CH:24][C:25]=1[F:41])(=[O:35])[CH3:11], predict the reactants needed to synthesize it. The reactants are: [N:1]1[CH:6]=[CH:5][CH:4]=[CH:3][C:2]=1[C:7]([OH:9])=O.Cl.[CH3:11]N(C)CCCN=C=NCC.[NH2:22][C:23]1[CH:28]=[CH:27][C:26]([CH:29]2[CH2:33][CH2:32][CH2:31][N:30]2[C:34](OC(C)(C)C)=[O:35])=[C:25]([F:41])[CH:24]=1.C(=O)(O)[O-].[Na+]. (6) Given the product [CH:24]([O:1][C:2]1[CH:3]=[CH:4][C:5]([O:8][C:9]2[CH:14]=[CH:13][C:12]([CH2:15][CH2:16][CH:17]([NH:19][C:20](=[O:22])[CH3:21])[CH3:18])=[CH:11][CH:10]=2)=[N:6][CH:7]=1)([CH3:26])[CH3:25], predict the reactants needed to synthesize it. The reactants are: [OH:1][C:2]1[CH:3]=[CH:4][C:5]([O:8][C:9]2[CH:14]=[CH:13][C:12]([CH2:15][CH2:16][CH:17]([NH:19][C:20](=[O:22])[CH3:21])[CH3:18])=[CH:11][CH:10]=2)=[N:6][CH:7]=1.I[CH:24]([CH3:26])[CH3:25].C(=O)([O-])[O-].[Cs+].[Cs+].